This data is from Full USPTO retrosynthesis dataset with 1.9M reactions from patents (1976-2016). The task is: Predict the reactants needed to synthesize the given product. (1) Given the product [Cl:1][C:2]1[C:7]([NH:8][C:23](=[O:24])[CH2:22][CH2:21][C:15]2[CH:20]=[CH:19][CH:18]=[CH:17][CH:16]=2)=[C:6]([Cl:9])[N:5]=[CH:4][N:3]=1, predict the reactants needed to synthesize it. The reactants are: [Cl:1][C:2]1[C:7]([NH2:8])=[C:6]([Cl:9])[N:5]=[CH:4][N:3]=1.O1CCCC1.[C:15]1([CH2:21][CH2:22][C:23](Cl)=[O:24])[CH:20]=[CH:19][CH:18]=[CH:17][CH:16]=1.ClCCl. (2) Given the product [Br:19][C:17]1[CH:18]=[C:13]([NH:11][C:9]2[S:10][C:4]3[CH2:3][N:2]([CH3:1])[CH2:7][CH2:6][C:5]=3[N:8]=2)[C:14](=[O:21])[N:15]([CH3:20])[CH:16]=1, predict the reactants needed to synthesize it. The reactants are: [CH3:1][N:2]1[CH2:7][CH2:6][C:5]2[N:8]=[C:9]([NH2:11])[S:10][C:4]=2[CH2:3]1.Br[C:13]1[C:14](=[O:21])[N:15]([CH3:20])[CH:16]=[C:17]([Br:19])[CH:18]=1.